The task is: Predict which catalyst facilitates the given reaction.. This data is from Catalyst prediction with 721,799 reactions and 888 catalyst types from USPTO. (1) Reactant: [H-].[Na+].[Si:3]([O:10][CH2:11][C@H:12]1[O:17][C@:16]([C:20]2[CH:25]=[CH:24][C:23]([Cl:26])=[C:22]([CH2:27][C:28]3[CH:33]=[CH:32][C:31]([O:34][CH3:35])=[C:30]([F:36])[C:29]=3[F:37])[CH:21]=2)([O:18][CH3:19])[C@H:15]([OH:38])[C@@H:14]([OH:39])[C@@H:13]1[OH:40])([C:6]([CH3:9])([CH3:8])[CH3:7])([CH3:5])[CH3:4].[CH2:41](Br)[C:42]1[CH:47]=[CH:46][CH:45]=[CH:44][CH:43]=1. Product: [C:6]([Si:3]([CH3:5])([CH3:4])[O:10][CH2:11][C@@H:12]1[C@@H:13]([O:40][CH2:41][C:42]2[CH:47]=[CH:46][CH:45]=[CH:44][CH:43]=2)[C@H:14]([O:39][CH2:27][C:28]2[CH:33]=[CH:32][CH:31]=[CH:30][CH:29]=2)[C@@H:15]([O:38][CH2:16][C:20]2[CH:25]=[CH:24][CH:23]=[CH:22][CH:21]=2)[C@@:16]([C:20]2[CH:25]=[CH:24][C:23]([Cl:26])=[C:22]([CH2:27][C:28]3[CH:33]=[CH:32][C:31]([O:34][CH3:35])=[C:30]([F:36])[C:29]=3[F:37])[CH:21]=2)([O:18][CH3:19])[O:17]1)([CH3:8])([CH3:9])[CH3:7]. The catalyst class is: 7. (2) Reactant: [Br:1]Br.C([O-])(=O)C.[Na+].[CH2:8]([O:12][C:13]1[N:21]=[C:20]2[C:16]([N:17]=[CH:18][N:19]2[CH2:22][C:23]2[CH:24]=[N:25][C:26]([Cl:29])=[CH:27][CH:28]=2)=[C:15]([NH2:30])[N:14]=1)[CH2:9][CH2:10][CH3:11]. Product: [Br:1][C:18]1[N:19]([CH2:22][C:23]2[CH:24]=[N:25][C:26]([Cl:29])=[CH:27][CH:28]=2)[C:20]2[C:16]([N:17]=1)=[C:15]([NH2:30])[N:14]=[C:13]([O:12][CH2:8][CH2:9][CH2:10][CH3:11])[N:21]=2. The catalyst class is: 15. (3) Reactant: [F:1][C:2]([F:30])([F:29])[O:3][C:4]1[CH:9]=[CH:8][C:7]([CH:10]([C:18]2[CH:23]=[CH:22][C:21]([O:24][C:25]([F:28])([F:27])[F:26])=[CH:20][CH:19]=2)[C:11]2([OH:17])[CH2:16][CH2:15][NH:14][CH2:13][CH2:12]2)=[CH:6][CH:5]=1.[CH3:31][O:32][CH2:33][CH2:34][O:35][C:36]1[CH:43]=[CH:42][C:39]([CH:40]=O)=[CH:38][CH:37]=1.C(O[BH-](OC(=O)C)OC(=O)C)(=O)C.[Na+]. Product: [F:27][C:25]([F:28])([F:26])[O:24][C:21]1[CH:22]=[CH:23][C:18]([CH:10]([C:7]2[CH:6]=[CH:5][C:4]([O:3][C:2]([F:29])([F:1])[F:30])=[CH:9][CH:8]=2)[C:11]2([OH:17])[CH2:16][CH2:15][N:14]([CH2:40][C:39]3[CH:38]=[CH:37][C:36]([O:35][CH2:34][CH2:33][O:32][CH3:31])=[CH:43][CH:42]=3)[CH2:13][CH2:12]2)=[CH:19][CH:20]=1. The catalyst class is: 34. (4) Reactant: C([N:14]1[CH2:17][CH:16]([O:18][CH:19]([C:27]2[CH:32]=[CH:31][C:30]([Cl:33])=[CH:29][CH:28]=2)[C:20]2[CH:25]=[CH:24][CH:23]=[CH:22][C:21]=2[CH3:26])[CH2:15]1)(C1C=CC=CC=1)C1C=CC=CC=1.Cl.ClC1C=CC=CC=1C(OC1CNC1)C1C=CC(Cl)=CC=1. The catalyst class is: 27. Product: [ClH:33].[CH3:26][C:21]1[CH:22]=[CH:23][CH:24]=[CH:25][C:20]=1[CH:19]([O:18][CH:16]1[CH2:17][NH:14][CH2:15]1)[C:27]1[CH:28]=[CH:29][C:30]([Cl:33])=[CH:31][CH:32]=1. (5) Reactant: [CH3:1][O:2][C:3](=[O:16])[NH:4][CH2:5][CH2:6][C:7]1[CH:12]=[CH:11][C:10]([N+:13]([O-:15])=[O:14])=[CH:9][CH:8]=1.[CH3:17]C([O-])(C)C.[K+].CI. Product: [CH3:17][N:4]([CH2:5][CH2:6][C:7]1[CH:12]=[CH:11][C:10]([N+:13]([O-:15])=[O:14])=[CH:9][CH:8]=1)[C:3](=[O:16])[O:2][CH3:1]. The catalyst class is: 20. (6) Reactant: [N:1]1[CH:6]=[CH:5][CH:4]=[C:3]([OH:7])[CH:2]=1.[H-].[Na+].Cl[CH2:11][O:12][CH3:13]. The catalyst class is: 3. Product: [CH3:11][O:12][CH2:13][O:7][C:3]1[CH:2]=[N:1][CH:6]=[CH:5][CH:4]=1. (7) Reactant: Cl.Cl.[C:3]([C:6]1[CH:10]=[C:9]([C:11]2[CH:20]=[CH:19][C:14]([O:15][CH2:16][CH2:17][NH2:18])=[CH:13][CH:12]=2)[N:8]([C:21]2[CH:22]=[N:23][C:24]([O:27][CH3:28])=[CH:25][CH:26]=2)[N:7]=1)([CH3:5])=[CH2:4].CCN(CC)CC.[CH3:36][S:37](Cl)(=[O:39])=[O:38]. Product: [C:3]([C:6]1[CH:10]=[C:9]([C:11]2[CH:12]=[CH:13][C:14]([O:15][CH2:16][CH2:17][NH:18][S:37]([CH3:36])(=[O:39])=[O:38])=[CH:19][CH:20]=2)[N:8]([C:21]2[CH:22]=[N:23][C:24]([O:27][CH3:28])=[CH:25][CH:26]=2)[N:7]=1)([CH3:5])=[CH2:4]. The catalyst class is: 2. (8) Reactant: [C:1]([NH:11][C@H:12]([C:17]([OH:19])=[O:18])[CH2:13][CH:14]([CH3:16])[CH3:15])([O:3][CH2:4][C:5]1[CH:10]=[CH:9][CH:8]=[CH:7][CH:6]=1)=[O:2].C([O-])([O-])=O.[Cs+].[Cs+].[CH3:26][C:27]1([CH2:31]OS(C2C(C)=CC=CC=2)(=O)=O)[CH2:30][O:29][CH2:28]1.[Na+].[I-]. Product: [CH3:26][C:27]1([CH2:31][O:18][C:17](=[O:19])[C@@H:12]([NH:11][C:1]([O:3][CH2:4][C:5]2[CH:10]=[CH:9][CH:8]=[CH:7][CH:6]=2)=[O:2])[CH2:13][CH:14]([CH3:16])[CH3:15])[CH2:30][O:29][CH2:28]1. The catalyst class is: 136.